This data is from Full USPTO retrosynthesis dataset with 1.9M reactions from patents (1976-2016). The task is: Predict the reactants needed to synthesize the given product. (1) Given the product [C:1]([O:5][C:6](=[O:22])[NH:7][C:8]1[CH:13]=[CH:12][CH:11]=[C:10]([N:14]([CH3:25])[CH:15]2[CH2:20][CH2:19][N:18]([CH3:21])[CH2:17][CH2:16]2)[CH:9]=1)([CH3:4])([CH3:3])[CH3:2], predict the reactants needed to synthesize it. The reactants are: [C:1]([O:5][C:6](=[O:22])[NH:7][C:8]1[CH:13]=[CH:12][CH:11]=[C:10]([NH:14][CH:15]2[CH2:20][CH2:19][N:18]([CH3:21])[CH2:17][CH2:16]2)[CH:9]=1)([CH3:4])([CH3:3])[CH3:2].C=O.[C:25](O)(=O)C.C([BH3-])#N.[Na+]. (2) The reactants are: Cl.N[C:3]1[N:11]=[CH:10][N:9]=[C:8]2[C:4]=1[N:5]=[CH:6][N:7]2[C:12]1[CH:17]=[CH:16][C:15]([NH:18][C:19]([NH:21][C:22]2[CH:27]=[CH:26][C:25]([Cl:28])=[C:24]([C:29]([F:32])([F:31])[F:30])[CH:23]=2)=[O:20])=[CH:14][CH:13]=1.[C:33]([O:37][C:38]([NH:40][C@H:41]([C:46](O)=[O:47])[CH2:42][CH:43]([CH3:45])[CH3:44])=[O:39])([CH3:36])([CH3:35])[CH3:34].F[P-](F)(F)(F)(F)F.N1C2C=CC=C(O[P+](N3CCCC3)(N3CCCC3)N3CCCC3)C=2N=N1.CCN(C(C)C)C(C)C. Given the product [C:33]([O:37][C:38](=[O:39])[NH:40][CH:41]([C:46]([C:3]1[N:11]=[CH:10][N:9]=[C:8]2[C:4]=1[N:5]=[CH:6][N:7]2[C:12]1[CH:17]=[CH:16][C:15]([NH:18][C:19]([NH:21][C:22]2[CH:27]=[CH:26][C:25]([Cl:28])=[C:24]([C:29]([F:32])([F:31])[F:30])[CH:23]=2)=[O:20])=[CH:14][CH:13]=1)=[O:47])[CH2:42][CH:43]([CH3:44])[CH3:45])([CH3:34])([CH3:36])[CH3:35], predict the reactants needed to synthesize it. (3) Given the product [C:14]([C:17]1[CH:18]=[C:19]([CH:28]=[CH:29][CH:30]=1)[O:20][C:21]1[CH:27]=[CH:26][C:24]([NH2:25])=[CH:23][CH:22]=1)([OH:16])=[O:15].[F:1][C:2]([F:12])([F:13])[C:3]1[CH:4]=[CH:5][C:6]([O:10][CH3:11])=[C:7]([NH:8][C:40]([NH:39][C:19]2[CH:28]=[CH:29][CH:30]=[C:17]([C:14]([OH:16])=[O:15])[CH:18]=2)=[O:41])[CH:9]=1, predict the reactants needed to synthesize it. The reactants are: [F:1][C:2]([F:13])([F:12])[C:3]1[CH:4]=[CH:5][C:6]([O:10][CH3:11])=[C:7]([CH:9]=1)[NH2:8].[C:14]([C:17]1[CH:18]=[C:19]([CH:28]=[CH:29][CH:30]=1)[O:20][C:21]1[CH:27]=[CH:26][C:24]([NH2:25])=[CH:23][CH:22]=1)([OH:16])=[O:15].FC(F)(F)C1C=CC(OC)=C([N:39]=[C:40]=[O:41])C=1. (4) Given the product [C:13]([O:33][CH2:37][CH:36]([CH2:34][CH3:35])[CH2:39][CH2:40][CH2:41][CH3:42])(=[O:32])[CH2:14][CH2:15][CH2:16][CH2:17][CH2:18][CH2:19][CH2:20][CH2:21][CH2:22][CH2:23][CH2:24][CH2:25][CH2:26][CH2:27][CH2:28][CH2:29][CH2:30][CH3:31], predict the reactants needed to synthesize it. The reactants are: O.C1(C)C=CC(S(O)(=O)=O)=CC=1.[C:13]([OH:33])(=[O:32])[CH2:14][CH2:15][CH2:16][CH2:17][CH2:18][CH2:19][CH2:20][CH2:21][CH2:22][CH2:23][CH2:24][CH2:25][CH2:26][CH2:27][CH2:28][CH2:29][CH2:30][CH3:31].[CH2:34]([CH:36]([CH2:39][CH2:40][CH2:41][CH3:42])[CH2:37]O)[CH3:35]. (5) Given the product [CH2:16]([N:13]1[CH2:12][CH2:11][N:10]([C:8](=[O:9])[C@@H:7]([OH:6])[CH3:23])[CH2:15][CH2:14]1)[C:17]1[CH:18]=[CH:19][CH:20]=[CH:21][CH:22]=1, predict the reactants needed to synthesize it. The reactants are: CO.C([O:6][C@@H:7]([CH3:23])[C:8]([N:10]1[CH2:15][CH2:14][N:13]([CH2:16][C:17]2[CH:22]=[CH:21][CH:20]=[CH:19][CH:18]=2)[CH2:12][CH2:11]1)=[O:9])(=O)C.O.[OH-].[Li+].C(O)(=O)C. (6) Given the product [CH:1]1([C@@H:7]([NH:9][C:10]([C:12]2[C:21]3[C:16](=[CH:17][CH:18]=[CH:19][CH:20]=3)[N:15]=[C:14]([C:22]3[S:23][CH:24]=[CH:25][CH:26]=3)[C:13]=2[CH2:27][N:28]2[CH2:29][CH2:30][N:31]([C:46](=[O:47])[CH2:45][OH:48])[CH2:32][CH2:33]2)=[O:11])[CH3:8])[CH2:6][CH2:5][CH2:4][CH2:3][CH2:2]1, predict the reactants needed to synthesize it. The reactants are: [CH:1]1([C@@H:7]([NH:9][C:10]([C:12]2[C:21]3[C:16](=[CH:17][CH:18]=[CH:19][CH:20]=3)[N:15]=[C:14]([C:22]3[S:23][CH:24]=[CH:25][CH:26]=3)[C:13]=2[CH2:27][N:28]2[CH2:33][CH2:32][NH:31][CH2:30][CH2:29]2)=[O:11])[CH3:8])[CH2:6][CH2:5][CH2:4][CH2:3][CH2:2]1.CN(C)CCCN=C=NCC.[C:45](O)(=[O:48])[CH2:46][OH:47].ON1C2C=CC=CC=2N=N1.C(N(CC)CC)C. (7) Given the product [Cl:15][C:16]1[C:21]([CH:22]([C:2]2[CH:7]=[CH:6][C:5]([Cl:8])=[C:4]([C:9]([F:12])([F:11])[F:10])[CH:3]=2)[OH:23])=[CH:20][CH:19]=[CH:18][C:17]=1[NH:24][C:25](=[O:27])[CH3:26], predict the reactants needed to synthesize it. The reactants are: Br[C:2]1[CH:7]=[CH:6][C:5]([Cl:8])=[C:4]([C:9]([F:12])([F:11])[F:10])[CH:3]=1.II.[Cl:15][C:16]1[C:21]([CH:22]=[O:23])=[CH:20][CH:19]=[CH:18][C:17]=1[NH:24][C:25](=[O:27])[CH3:26].[NH4+].[Cl-]. (8) Given the product [Br:1][CH2:2][C@H:3]1[O:18][C:16](=[O:17])[CH2:15][C@H:4]1[OH:9], predict the reactants needed to synthesize it. The reactants are: [Br:1][CH2:2][C@@H:3](O)[C@H:4]1[O:9]C(=O)C[C@H]1O.[I-].[Na+].F[C:15](F)(F)[C:16]([OH:18])=[O:17].C(OCC)(=O)C. (9) Given the product [C:29]([OH:31])(=[O:30])[C:26]1[CH:27]=[CH:28][CH:23]=[CH:24][CH:25]=1, predict the reactants needed to synthesize it. The reactants are: C(NC1N=CC([C@@H](OC(N2C(C[C:23]3[CH:28]=[CH:27][C:26]([C:29]([O:31]C)=[O:30])=[CH:25][CH:24]=3)CCC2)=O)O)=CC=1)(C)(C)C.[Li+].[OH-].C(O)(=O)C.